Regression. Given two drug SMILES strings and cell line genomic features, predict the synergy score measuring deviation from expected non-interaction effect. From a dataset of NCI-60 drug combinations with 297,098 pairs across 59 cell lines. (1) Drug 1: CC(CN1CC(=O)NC(=O)C1)N2CC(=O)NC(=O)C2. Drug 2: CS(=O)(=O)OCCCCOS(=O)(=O)C. Cell line: NCI-H322M. Synergy scores: CSS=0.702, Synergy_ZIP=0.977, Synergy_Bliss=1.84, Synergy_Loewe=-4.43, Synergy_HSA=-2.46. (2) Drug 1: C1=CC(=CC=C1C#N)C(C2=CC=C(C=C2)C#N)N3C=NC=N3. Drug 2: CC1=C(C(CCC1)(C)C)C=CC(=CC=CC(=CC(=O)O)C)C. Cell line: A549. Synergy scores: CSS=10.4, Synergy_ZIP=-4.54, Synergy_Bliss=-5.35, Synergy_Loewe=-11.6, Synergy_HSA=-9.72. (3) Drug 1: COC1=NC(=NC2=C1N=CN2C3C(C(C(O3)CO)O)O)N. Drug 2: C1CCC(C(C1)N)N.C(=O)(C(=O)[O-])[O-].[Pt+4]. Cell line: TK-10. Synergy scores: CSS=18.9, Synergy_ZIP=-5.26, Synergy_Bliss=2.55, Synergy_Loewe=-13.0, Synergy_HSA=-0.405. (4) Drug 1: C(CC(=O)O)C(=O)CN.Cl. Drug 2: CC12CCC3C(C1CCC2OP(=O)(O)O)CCC4=C3C=CC(=C4)OC(=O)N(CCCl)CCCl.[Na+]. Cell line: IGROV1. Synergy scores: CSS=-1.64, Synergy_ZIP=-8.10, Synergy_Bliss=-11.8, Synergy_Loewe=-16.2, Synergy_HSA=-12.6.